From a dataset of Forward reaction prediction with 1.9M reactions from USPTO patents (1976-2016). Predict the product of the given reaction. Given the reactants [CH2:1]([CH:3]([C:6]1[C:7]2[N:8]([C:13]([C:17]3[C:21]4[CH:22]=[CH:23][CH:24]=[C:25]([C@@H:26]([OH:28])[CH3:27])[C:20]=4[O:19][C:18]=3[CH3:29])=[C:14]([CH3:16])[N:15]=2)[N:9]=[C:10]([CH3:12])[CH:11]=1)[CH2:4][CH3:5])[CH3:2].[H-].[Na+].[CH3:32]I, predict the reaction product. The product is: [CH2:1]([CH:3]([C:6]1[C:7]2[N:8]([C:13]([C:17]3[C:21]4[CH:22]=[CH:23][CH:24]=[C:25]([C@@H:26]([O:28][CH3:32])[CH3:27])[C:20]=4[O:19][C:18]=3[CH3:29])=[C:14]([CH3:16])[N:15]=2)[N:9]=[C:10]([CH3:12])[CH:11]=1)[CH2:4][CH3:5])[CH3:2].